From a dataset of Catalyst prediction with 721,799 reactions and 888 catalyst types from USPTO. Predict which catalyst facilitates the given reaction. (1) Reactant: C(N(CC)CC)C.[CH3:8][O:9][C:10]1[CH:26]=[CH:25][C:13]([CH2:14][NH:15][CH2:16][C:17]2[CH:22]=[CH:21][C:20]([O:23][CH3:24])=[CH:19][CH:18]=2)=[CH:12][CH:11]=1.Cl[C:28]1[C:33]([N+:34]([O-:36])=[O:35])=[C:32]([NH:37][CH2:38][CH2:39][C:40]2[CH:45]=[CH:44][CH:43]=[CH:42][CH:41]=2)[CH:31]=[C:30]([CH2:46][CH2:47][CH2:48][CH2:49][CH3:50])[N:29]=1. Product: [CH3:24][O:23][C:20]1[CH:21]=[CH:22][C:17]([CH2:16][N:15]([CH2:14][C:13]2[CH:12]=[CH:11][C:10]([O:9][CH3:8])=[CH:26][CH:25]=2)[C:28]2[C:33]([N+:34]([O-:36])=[O:35])=[C:32]([NH:37][CH2:38][CH2:39][C:40]3[CH:45]=[CH:44][CH:43]=[CH:42][CH:41]=3)[CH:31]=[C:30]([CH2:46][CH2:47][CH2:48][CH2:49][CH3:50])[N:29]=2)=[CH:18][CH:19]=1. The catalyst class is: 11. (2) Reactant: [Cl:1][C:2]1[C:3]([F:24])=[C:4]([C:16]2[CH:21]=[C:20]([O:22]C)[N:19]=[CH:18][N:17]=2)[C:5]([N:8]2[CH:12]=[C:11]([CH:13]([F:15])[F:14])[N:10]=[N:9]2)=[CH:6][CH:7]=1.Br. Product: [Cl:1][C:2]1[C:3]([F:24])=[C:4]([C:16]2[N:17]=[CH:18][N:19]=[C:20]([OH:22])[CH:21]=2)[C:5]([N:8]2[CH:12]=[C:11]([CH:13]([F:15])[F:14])[N:10]=[N:9]2)=[CH:6][CH:7]=1. The catalyst class is: 52.